This data is from Catalyst prediction with 721,799 reactions and 888 catalyst types from USPTO. The task is: Predict which catalyst facilitates the given reaction. (1) Reactant: [N:1]1([CH2:7][CH2:8][NH2:9])[CH2:6][CH2:5][CH2:4][CH2:3][CH2:2]1.Cl[C:11]1[N:12]=[N+:13]([O-:22])[C:14]2[CH:20]=[C:19]([CH3:21])[CH:18]=[CH:17][C:15]=2[N:16]=1. Product: [CH3:21][C:19]1[CH:18]=[CH:17][C:15]2[N:16]=[C:11]([NH:9][CH2:8][CH2:7][N:1]3[CH2:6][CH2:5][CH2:4][CH2:3][CH2:2]3)[N:12]=[N+:13]([O-:22])[C:14]=2[CH:20]=1. The catalyst class is: 57. (2) Reactant: [Cl:1][C:2]1[CH:3]=[C:4]([CH:6]=[CH:7][C:8]=1[Cl:9])[NH2:5].O.Cl[CH:12]([CH3:16])[C:13]([OH:15])=[O:14].C(=O)(O)[O-].[Na+]. Product: [Cl:1][C:2]1[CH:3]=[C:4]([NH:5][C@H:12]([C:13]([OH:15])=[O:14])[CH3:16])[CH:6]=[CH:7][C:8]=1[Cl:9]. The catalyst class is: 32. (3) The catalyst class is: 36. Product: [C:6]([C:7]1[CH:8]=[CH:9][C:10]([NH2:13])=[N:11][CH:12]=1)#[CH:5]. Reactant: C[Si]([C:5]#[C:6][C:7]1[CH:8]=[CH:9][C:10]([NH2:13])=[N:11][CH:12]=1)(C)C.C(=O)([O-])[O-].[K+].[K+]. (4) Reactant: C([O:5][C:6]([N:8]1[C:12]([CH3:13])=[C:11]([Cl:14])[C:10]([C:15]([F:18])([F:17])[F:16])=[N:9]1)=[O:7])(C)(C)C.Cl.O1CCOCC1.CCOCC. Product: [Cl:14][C:11]1[C:10]([C:15]([F:17])([F:16])[F:18])=[N:9][N:8]([C:6]([OH:7])=[O:5])[C:12]=1[CH3:13]. The catalyst class is: 4. (5) Reactant: [Cl:1][C:2]1[CH:18]=[CH:17][C:5]2[NH:6][C:7]([C:9]3[C:13]([N+:14]([O-])=O)=[CH:12][NH:11][N:10]=3)=[N:8][C:4]=2[CH:3]=1. Product: [Cl:1][C:2]1[CH:18]=[CH:17][C:5]2[NH:6][C:7]([C:9]3[C:13]([NH2:14])=[CH:12][NH:11][N:10]=3)=[N:8][C:4]=2[CH:3]=1. The catalyst class is: 29. (6) Reactant: C([O:8][C:9]1[CH:10]=[C:11]([CH:27]=[CH:28][CH:29]=1)[O:12][C:13]1[CH:22]=[C:21]2[C:16]([CH2:17][CH2:18][CH:19]([C:23]([O:25][CH3:26])=[O:24])[CH2:20]2)=[CH:15][CH:14]=1)C1C=CC=CC=1. Product: [OH:8][C:9]1[CH:10]=[C:11]([CH:27]=[CH:28][CH:29]=1)[O:12][C:13]1[CH:22]=[C:21]2[C:16]([CH2:17][CH2:18][CH:19]([C:23]([O:25][CH3:26])=[O:24])[CH2:20]2)=[CH:15][CH:14]=1. The catalyst class is: 293. (7) Reactant: Cl[C:2](Cl)([O:4]C(=O)OC(Cl)(Cl)Cl)Cl.[NH2:13][C:14]1[CH:23]=[C:22]2[C:17]([CH2:18][CH2:19][C:20](=[O:24])[NH:21]2)=[CH:16][CH:15]=1.CCN(C(C)C)C(C)C.[Cl-].[F:35][C:36]1[C:45]([F:46])=[C:44]2[C:39]([C@H:40]([NH3+:49])[CH2:41][C:42]([CH3:48])([CH3:47])[O:43]2)=[CH:38][CH:37]=1. Product: [F:35][C:36]1[C:45]([F:46])=[C:44]2[C:39]([C@H:40]([NH:49][C:2]([NH:13][C:14]3[CH:23]=[C:22]4[C:17]([CH2:18][CH2:19][C:20](=[O:24])[NH:21]4)=[CH:16][CH:15]=3)=[O:4])[CH2:41][C:42]([CH3:47])([CH3:48])[O:43]2)=[CH:38][CH:37]=1. The catalyst class is: 554.